From a dataset of Full USPTO retrosynthesis dataset with 1.9M reactions from patents (1976-2016). Predict the reactants needed to synthesize the given product. (1) Given the product [CH3:13][O:12][C:6]1([C:4]([O:3][CH3:2])=[O:5])[CH2:7][CH2:8][N:9]([CH:28]2[CH2:29][CH2:30][CH2:31][N:25]([C:23]([O:22][CH2:20][CH3:21])=[O:24])[CH2:26][CH2:27]2)[CH2:10][CH2:11]1, predict the reactants needed to synthesize it. The reactants are: Cl.[CH3:2][O:3][C:4]([C:6]1([O:12][CH3:13])[CH2:11][CH2:10][NH:9][CH2:8][CH2:7]1)=[O:5].C([O-])([O-])=O.[K+].[K+].[CH2:20]([O:22][C:23]([N:25]1[CH2:31][CH2:30][CH2:29][C:28](=O)[CH2:27][CH2:26]1)=[O:24])[CH3:21].C([BH3-])#N.[Na+]. (2) Given the product [C:1]([C:5]1[CH:10]=[C:9]([B:11]2[O:12][C:13]([CH3:19])([CH3:18])[C:14]([CH3:17])([CH3:16])[O:15]2)[CH:8]=[C:7]([O:20][CH:22]([CH3:24])[CH3:23])[CH:6]=1)([CH3:4])([CH3:2])[CH3:3], predict the reactants needed to synthesize it. The reactants are: [C:1]([C:5]1[CH:6]=[C:7]([OH:20])[CH:8]=[C:9]([B:11]2[O:15][C:14]([CH3:17])([CH3:16])[C:13]([CH3:19])([CH3:18])[O:12]2)[CH:10]=1)([CH3:4])([CH3:3])[CH3:2].Br[CH:22]([CH3:24])[CH3:23].C(=O)([O-])[O-].[K+].[K+]. (3) Given the product [Cl:1][C:2]1([C:5]2([CH2:8][CH2:9][CH:10]3[CH2:11][C:14]3([Cl:17])[Cl:15])[CH2:7][O:6]2)[CH2:4][CH2:3]1, predict the reactants needed to synthesize it. The reactants are: [Cl:1][C:2]1([C:5]2([CH2:8][CH2:9][CH:10]=[CH2:11])[CH2:7][O:6]2)[CH2:4][CH2:3]1.[OH-].[Na+].[CH:14]([Cl:17])(Cl)[Cl:15]. (4) Given the product [CH2:12]([O:11][C:9](=[O:10])[C:14]1[CH:15]=[CH:16][CH:17]=[C:18]([C:6]2[CH:5]=[CH:4][N:3]=[C:2]([Cl:1])[N:7]=2)[CH:19]=1)[CH3:13], predict the reactants needed to synthesize it. The reactants are: [Cl:1][C:2]1[N:7]=[C:6](Cl)[CH:5]=[CH:4][N:3]=1.[C:9]([C:14]1[CH:15]=[C:16](B(O)O)[CH:17]=[CH:18][CH:19]=1)([O:11][CH2:12][CH3:13])=[O:10]. (5) Given the product [CH3:11][C:10]1[N:6]([CH2:5][C:4]2[CH:3]=[C:2]([N:35]3[CH2:36][CH2:37][CH:32]([OH:31])[CH2:33][CH2:34]3)[CH:30]=[CH:29][CH:28]=2)[N:7]=[C:8]([C:12]2[O:16][N:15]=[C:14]([C:17]3[CH:22]=[CH:21][C:20]([O:23][C:24]([F:27])([F:26])[F:25])=[CH:19][CH:18]=3)[N:13]=2)[CH:9]=1, predict the reactants needed to synthesize it. The reactants are: Br[C:2]1[CH:3]=[C:4]([CH:28]=[CH:29][CH:30]=1)[CH2:5][N:6]1[C:10]([CH3:11])=[CH:9][C:8]([C:12]2[O:16][N:15]=[C:14]([C:17]3[CH:22]=[CH:21][C:20]([O:23][C:24]([F:27])([F:26])[F:25])=[CH:19][CH:18]=3)[N:13]=2)=[N:7]1.[OH:31][CH:32]1[CH2:37][CH2:36][NH:35][CH2:34][CH2:33]1.C1(P(C2CCCCC2)C2C=CC=CC=2C2C(C(C)C)=CC(C(C)C)=CC=2C(C)C)CCCCC1.C(=O)([O-])[O-].[Cs+].[Cs+]. (6) Given the product [CH:26]1([C:23]2[N:22]=[C:21]([C:13]3[C:14]4[CH2:19][CH2:18][O:17][CH2:16][C:15]=4[S:20][C:12]=3[NH:11][C:10]([C:5]3[CH:6]=[N:7][CH:8]=[CH:9][C:4]=3[C:3]([OH:30])=[O:2])=[O:29])[O:25][N:24]=2)[CH2:28][CH2:27]1, predict the reactants needed to synthesize it. The reactants are: C[O:2][C:3](=[O:30])[C:4]1[CH:9]=[CH:8][N:7]=[CH:6][C:5]=1[C:10](=[O:29])[NH:11][C:12]1[S:20][C:15]2[CH2:16][O:17][CH2:18][CH2:19][C:14]=2[C:13]=1[C:21]1[O:25][N:24]=[C:23]([CH:26]2[CH2:28][CH2:27]2)[N:22]=1.O.[Li+].[OH-]. (7) The reactants are: S(=O)(=O)(O)O.[NH2:6][C:7]1[CH:15]=[CH:14][C:10]([C:11]([OH:13])=[O:12])=[C:9]([F:16])[CH:8]=1.[CH3:17]O. Given the product [NH2:6][C:7]1[CH:15]=[CH:14][C:10]([C:11]([O:13][CH3:17])=[O:12])=[C:9]([F:16])[CH:8]=1, predict the reactants needed to synthesize it.